This data is from Catalyst prediction with 721,799 reactions and 888 catalyst types from USPTO. The task is: Predict which catalyst facilitates the given reaction. (1) Reactant: [CH2:1]([O:8][C:9]1[CH:14]=[CH:13][C:12]([CH2:15][CH2:16][NH:17][C:18](=[O:27])[CH2:19][C:20]2[CH:25]=[CH:24][C:23]([Cl:26])=[CH:22][CH:21]=2)=[CH:11][C:10]=1[O:28][CH3:29])[C:2]1[CH:7]=[CH:6][CH:5]=[CH:4][CH:3]=1.[C:30]([O:34]C(N(C)C)N(C)C)(C)(C)C.Cl. Product: [CH2:1]([O:8][C:9]1[CH:14]=[CH:13][C:12]([CH2:15][CH2:16][NH:17][C:18](=[O:27])[C:19]([C:20]2[CH:21]=[CH:22][C:23]([Cl:26])=[CH:24][CH:25]=2)=[CH:30][OH:34])=[CH:11][C:10]=1[O:28][CH3:29])[C:2]1[CH:3]=[CH:4][CH:5]=[CH:6][CH:7]=1. The catalyst class is: 7. (2) Reactant: Br[CH2:2]/[CH:3]=[CH:4]/[C:5]([NH:7][C:8]1[CH:9]=[C:10]2[C:15](=[CH:16][C:17]=1[O:18][CH3:19])[N:14]=[CH:13][N:12]=[C:11]2[NH:20][C:21]1[CH:26]=[CH:25][C:24]([O:27][CH2:28][C:29]2[CH:34]=[CH:33][CH:32]=[C:31]([F:35])[CH:30]=2)=[C:23]([Cl:36])[CH:22]=1)=[O:6].Cl.[O:38]1[C@H:43]2[CH2:44][NH:45][CH2:46][C@H:42]2[O:41][CH2:40][CH2:39]1.CCN(C(C)C)C(C)C. Product: [Cl:36][C:23]1[CH:22]=[C:21]([NH:20][C:11]2[C:10]3[C:15](=[CH:16][C:17]([O:18][CH3:19])=[C:8]([NH:7][C:5](=[O:6])/[CH:4]=[CH:3]/[CH2:2][N:45]4[CH2:44][C@H:43]5[O:38][CH2:39][CH2:40][O:41][C@H:42]5[CH2:46]4)[CH:9]=3)[N:14]=[CH:13][N:12]=2)[CH:26]=[CH:25][C:24]=1[O:27][CH2:28][C:29]1[CH:34]=[CH:33][CH:32]=[C:31]([F:35])[CH:30]=1. The catalyst class is: 44. (3) Reactant: C(O)(C(F)(F)F)=O.[NH2:8][C:9](=[O:53])[CH2:10][C:11]1[CH:48]=[C:47]([C:49]([F:52])([F:51])[F:50])[CH:46]=[CH:45][C:12]=1[CH2:13][CH2:14][C:15]1[C:20]([C:21]([F:24])([F:23])[F:22])=[CH:19][N:18]=[C:17]([NH:25][C:26]2[CH:31]=[CH:30][C:29]([CH:32]3[CH2:37][CH2:36][N:35](C(OC(C)(C)C)=O)[CH2:34][CH2:33]3)=[CH:28][CH:27]=2)[N:16]=1. Product: [NH:35]1[CH2:36][CH2:37][CH:32]([C:29]2[CH:30]=[CH:31][C:26]([NH:25][C:17]3[N:16]=[C:15]([CH2:14][CH2:13][C:12]4[CH:45]=[CH:46][C:47]([C:49]([F:50])([F:51])[F:52])=[CH:48][C:11]=4[CH2:10][C:9]([NH2:8])=[O:53])[C:20]([C:21]([F:24])([F:22])[F:23])=[CH:19][N:18]=3)=[CH:27][CH:28]=2)[CH2:33][CH2:34]1. The catalyst class is: 2. (4) The catalyst class is: 36. Reactant: [NH2:1][C:2]1[CH:7]=[CH:6][N:5]([C@H:8]2[C@H:12]([OH:13])[C@H:11]([F:14])[C@@:10]([N:17]=[N+:18]=[N-:19])([CH2:15][OH:16])[O:9]2)[C:4](=[O:20])[N:3]=1.C([Mg]Cl)(C)(C)C.Cl[C:28]1[CH:37]=[CH:36][C:35]2[C:30](=[CH:31][CH:32]=[CH:33][CH:34]=2)[C:29]=1[O:38][P:39](=[N:41][C@@H:42]([CH3:48])[C:43]([O:45][CH2:46][CH3:47])=[O:44])=[O:40].ClC1C=CC2C(=CC=CC=2)C=1OP(=N[C@@H](C)C(OCC1C=CC=CC=1)=O)=O. Product: [CH2:46]([O:45][C:43](=[O:44])[C@@H:42]([N:41]=[P:39]([O:38][C:29]1[C:30]2[C:35](=[CH:34][CH:33]=[CH:32][CH:31]=2)[CH:36]=[CH:37][C:28]=1[O:16][CH2:15][C@:10]1([N:17]=[N+:18]=[N-:19])[C@@H:11]([F:14])[C@@H:12]([OH:13])[C@H:8]([N:5]2[CH:6]=[CH:7][C:2]([NH2:1])=[N:3][C:4]2=[O:20])[O:9]1)=[O:40])[CH3:48])[CH3:47]. (5) Reactant: Br[C:2]1[N:12]2[C:13]3[C:8]([CH2:9][CH2:10][CH2:11]2)=[C:7]([Br:14])[C:6]([Br:15])=[C:5]([Br:16])[C:4]=3[N:3]=1.[NH:17]1[CH2:22][CH2:21][NH:20][CH2:19][CH2:18]1.[C:23]([OH:30])(=[O:29])/[CH:24]=[CH:25]\[C:26]([OH:28])=[O:27]. Product: [C:23]([OH:30])(=[O:29])/[CH:24]=[CH:25]\[C:26]([OH:28])=[O:27].[Br:14][C:7]1[C:6]([Br:15])=[C:5]([Br:16])[C:4]2[N:3]=[C:2]([N:17]3[CH2:22][CH2:21][NH:20][CH2:19][CH2:18]3)[N:12]3[C:13]=2[C:8]=1[CH2:9][CH2:10][CH2:11]3. The catalyst class is: 357.